Dataset: Forward reaction prediction with 1.9M reactions from USPTO patents (1976-2016). Task: Predict the product of the given reaction. (1) Given the reactants OC1C=C(N[C:9]2[N:14]=[C:13]([NH:15][C:16]3[CH:21]=[CH:20][CH:19]=[C:18]([OH:22])[CH:17]=3)[C:12]([F:23])=[CH:11][N:10]=2)C=CC=1.[OH:24][C:25]1[C:26]([CH3:32])=[C:27]([CH:29]=[CH:30][CH:31]=1)[NH2:28].Cl[C:34]1N=C(Cl)C(F)=CN=1, predict the reaction product. The product is: [OH:24][C:25]1[C:26]([CH3:32])=[C:27]([NH:28][C:9]2[N:14]=[C:13]([NH:15][C:16]3[CH:21]=[CH:20][CH:19]=[C:18]([OH:22])[C:17]=3[CH3:34])[C:12]([F:23])=[CH:11][N:10]=2)[CH:29]=[CH:30][CH:31]=1. (2) Given the reactants [C:1]([OH:7])(=[O:6])[CH2:2][C:3]([OH:5])=[O:4].C(=O)(O)O.N[NH:13][C:14]([NH2:16])=[NH:15].C(=O)(O)O.[NH2:21][C:22]([NH2:24])=[NH:23], predict the reaction product. The product is: [C:1]([O-:7])(=[O:6])[CH2:2][C:3]([O-:5])=[O:4].[NH2:15][C:14]([NH2:16])=[NH2+:13].[NH2:23][C:22]([NH2:24])=[NH2+:21].